This data is from Reaction yield outcomes from USPTO patents with 853,638 reactions. The task is: Predict the reaction yield, written as a fraction of the theoretical maximum amount of product (1.0 means a 100% yield; for example, 0.34 means a 34% yield). (1) The reactants are [CH3:1][O:2][C:3](=[O:16])[C:4]1[CH:9]=[C:8](I)[C:7]([C:11]([F:14])([F:13])[F:12])=[CH:6][C:5]=1[NH2:15].[CH:17]([N:20]1[C:24]([Sn](CCCC)(CCCC)CCCC)=[CH:23][CH:22]=[N:21]1)([CH3:19])[CH3:18]. The catalyst is O1CCOCC1.C1C=CC(P(C2C=CC=CC=2)[C-]2C=CC=C2)=CC=1.C1C=CC(P(C2C=CC=CC=2)[C-]2C=CC=C2)=CC=1.Cl[Pd]Cl.[Fe+2]. The product is [CH3:1][O:2][C:3](=[O:16])[C:4]1[CH:9]=[C:8]([C:24]2[N:20]([CH:17]([CH3:19])[CH3:18])[N:21]=[CH:22][CH:23]=2)[C:7]([C:11]([F:14])([F:13])[F:12])=[CH:6][C:5]=1[NH2:15]. The yield is 0.450. (2) The reactants are [F:1][C:2]([F:7])([F:6])[C:3]([OH:5])=[O:4].[C:8]1([C:14]2[CH:19]=[C:18]([CH:20]3[CH2:25][CH2:24][NH:23][CH2:22][CH2:21]3)[CH:17]=[CH:16][C:15]=2[NH:26][C:27]([C:29]2[NH:30][CH:31]=[C:32]([C:34]#[N:35])[N:33]=2)=[O:28])[CH2:13][CH2:12][CH2:11][CH2:10][CH:9]=1.CCN(CC)CC.[C:43](#[N:46])[CH:44]=[CH2:45].CO. The catalyst is ClCCCl. The product is [F:1][C:2]([F:7])([F:6])[C:3]([OH:5])=[O:4].[C:43]([CH2:44][CH2:45][N:23]1[CH2:22][CH2:21][CH:20]([C:18]2[CH:17]=[CH:16][C:15]([NH:26][C:27]([C:29]3[NH:30][CH:31]=[C:32]([C:34]#[N:35])[N:33]=3)=[O:28])=[C:14]([C:8]3[CH2:13][CH2:12][CH2:11][CH2:10][CH:9]=3)[CH:19]=2)[CH2:25][CH2:24]1)#[N:46]. The yield is 0.950. (3) The reactants are [CH:1]([N:4]1[C:8]([C:9]2[N:18]=[C:17]3[N:11]([CH2:12][CH2:13][O:14][C:15]4[CH:22]=[C:21]([C:23]5[CH2:28][CH2:27][NH:26][CH2:25][C:24]=5[C:29]([NH2:31])=[O:30])[CH:20]=[CH:19][C:16]=43)[CH:10]=2)=[N:7][CH:6]=[N:5]1)([CH3:3])[CH3:2].C=O.[C:34](O[BH-](OC(=O)C)OC(=O)C)(=O)C.[Na+].C(O)(=O)C.C(=O)([O-])O.[Na+]. The catalyst is C(Cl)Cl.CO. The product is [CH:1]([N:4]1[C:8]([C:9]2[N:18]=[C:17]3[C:16]4[CH:19]=[CH:20][C:21]([C:23]5[CH2:28][CH2:27][N:26]([CH3:34])[CH2:25][C:24]=5[C:29]([NH2:31])=[O:30])=[CH:22][C:15]=4[O:14][CH2:13][CH2:12][N:11]3[CH:10]=2)=[N:7][CH:6]=[N:5]1)([CH3:3])[CH3:2]. The yield is 0.620. (4) The reactants are [Cl-].O[NH3+:3].[C:4](=[O:7])([O-])[OH:5].[Na+].CS(C)=O.[CH3:13][CH:14]([O:16][C:17]1[CH:22]=[CH:21][C:20]([N:23]2[C:28](=[O:29])[C:27]([CH2:30][C:31]3[CH:36]=[CH:35][C:34]([C:37]4[C:38]([C:43]#[N:44])=[CH:39][CH:40]=[CH:41][CH:42]=4)=[CH:33][CH:32]=3)=[C:26]([CH2:45][CH2:46][CH3:47])[N:25]3[N:48]=[CH:49][CH:50]=[C:24]23)=[CH:19][CH:18]=1)[CH3:15]. The catalyst is C(OCC)(=O)C. The product is [CH3:13][CH:14]([O:16][C:17]1[CH:18]=[CH:19][C:20]([N:23]2[C:28](=[O:29])[C:27]([CH2:30][C:31]3[CH:36]=[CH:35][C:34]([C:37]4[CH:42]=[CH:41][CH:40]=[CH:39][C:38]=4[C:43]4[NH:3][C:4](=[O:7])[O:5][N:44]=4)=[CH:33][CH:32]=3)=[C:26]([CH2:45][CH2:46][CH3:47])[N:25]3[N:48]=[CH:49][CH:50]=[C:24]23)=[CH:21][CH:22]=1)[CH3:15]. The yield is 0.690. (5) The reactants are [Br:1][C:2]1[CH:7]=[C:6]([C:8]([F:17])([C:13]([F:16])([F:15])[F:14])[C:9]([F:12])([F:11])[F:10])[CH:5]=[C:4]([C:18]([F:21])([F:20])[F:19])[C:3]=1[NH:22][C:23](=[O:34])[C:24]1[CH:29]=[CH:28][CH:27]=[C:26]([N+:30]([O-:32])=[O:31])[C:25]=1Cl.[F-:35].[K+]. The catalyst is CN(C=O)C. The product is [Br:1][C:2]1[CH:7]=[C:6]([C:8]([F:17])([C:13]([F:16])([F:15])[F:14])[C:9]([F:12])([F:11])[F:10])[CH:5]=[C:4]([C:18]([F:21])([F:20])[F:19])[C:3]=1[NH:22][C:23](=[O:34])[C:24]1[CH:29]=[CH:28][CH:27]=[C:26]([N+:30]([O-:32])=[O:31])[C:25]=1[F:35]. The yield is 0.200. (6) The reactants are [CH3:1][N:2]([C:19]1[CH:24]=[CH:23][CH:22]=[CH:21][CH:20]=1)[C:3]1[N:8]=[C:7]([NH2:9])[N:6]=[C:5]([C:10]2[N:14]=[C:13](C(Cl)(Cl)Cl)[O:12][N:11]=2)[N:4]=1.C(=O)([O-])[O-].[K+].[K+].Cl.[F:32][C:33]([F:44])([F:43])[CH2:34][O:35][CH2:36][CH:37]1[CH2:42][CH2:41][NH:40][CH2:39][CH2:38]1. The catalyst is CN(C=O)C. The product is [CH3:1][N:2]([C:19]1[CH:24]=[CH:23][CH:22]=[CH:21][CH:20]=1)[C:3]1[N:8]=[C:7]([NH2:9])[N:6]=[C:5]([C:10]2[N:14]=[C:13]([N:40]3[CH2:39][CH2:38][CH:37]([CH2:36][O:35][CH2:34][C:33]([F:32])([F:43])[F:44])[CH2:42][CH2:41]3)[O:12][N:11]=2)[N:4]=1. The yield is 0.180.